This data is from Catalyst prediction with 721,799 reactions and 888 catalyst types from USPTO. The task is: Predict which catalyst facilitates the given reaction. (1) Reactant: [Br:1][C:2]1[CH:7]=[C:6]([F:8])[CH:5]=[CH:4][C:3]=1[C@@H:9]1[C:14]([C:15]([O:17][C@H:18]([CH3:25])[C:19]([O:21][CH:22]([CH3:24])[CH3:23])=[O:20])=[O:16])=[C:13]([CH2:26]Br)[NH:12][C:11]([C:28]2[S:29][CH:30]=[CH:31][N:32]=2)=[N:10]1.[NH:33]1[CH2:38][CH2:37][O:36][CH2:35][CH2:34]1. Product: [Br:1][C:2]1[CH:7]=[C:6]([F:8])[CH:5]=[CH:4][C:3]=1[C@@H:9]1[C:14]([C:15]([O:17][C@H:18]([CH3:25])[C:19]([O:21][CH:22]([CH3:24])[CH3:23])=[O:20])=[O:16])=[C:13]([CH2:26][N:33]2[CH2:38][CH2:37][O:36][CH2:35][CH2:34]2)[NH:12][C:11]([C:28]2[S:29][CH:30]=[CH:31][N:32]=2)=[N:10]1. The catalyst class is: 32. (2) Reactant: FC(F)(F)C(O)=O.[NH2:8][CH2:9][C:10]1[NH:11][C:12](=[O:25])[C:13]2[CH:18]=[N:17][N:16]([C:19]3[CH:24]=[CH:23][CH:22]=[CH:21][CH:20]=3)[C:14]=2[N:15]=1.[Cl:26][CH2:27][CH:28]=O.[BH3-]C#N.[Na+]. Product: [Cl:26][CH2:27][CH2:28][NH:8][CH2:9][C:10]1[NH:11][C:12](=[O:25])[C:13]2[CH:18]=[N:17][N:16]([C:19]3[CH:24]=[CH:23][CH:22]=[CH:21][CH:20]=3)[C:14]=2[N:15]=1. The catalyst class is: 5. (3) Reactant: C1(C)C=CC(S(O)(=O)=O)=CC=1.[CH3:12][N:13]([CH3:27])[C:14](=[O:26])[CH2:15][CH:16]1[CH2:25][CH2:24][C:19]2(OCC[O:20]2)[CH2:18][CH2:17]1. Product: [CH3:27][N:13]([CH3:12])[C:14](=[O:26])[CH2:15][CH:16]1[CH2:25][CH2:24][C:19](=[O:20])[CH2:18][CH2:17]1. The catalyst class is: 21. (4) Reactant: Cl[C:2]1[C:11]2[C:6](=[CH:7][CH:8]=[CH:9][CH:10]=2)[N:5]=[C:4]([C:12]2[CH:13]=[N:14][CH:15]=[CH:16][CH:17]=2)[N:3]=1.[C:18]1([CH:24]([C:27]2[CH:32]=[CH:31][CH:30]=[CH:29][CH:28]=2)[CH2:25][NH2:26])[CH:23]=[CH:22][CH:21]=[CH:20][CH:19]=1.C(N(CC)C(C)C)(C)C.[NH4+].[OH-]. Product: [C:27]1([CH:24]([C:18]2[CH:19]=[CH:20][CH:21]=[CH:22][CH:23]=2)[CH2:25][NH:26][C:2]2[C:11]3[C:6](=[CH:7][CH:8]=[CH:9][CH:10]=3)[N:5]=[C:4]([C:12]3[CH:13]=[N:14][CH:15]=[CH:16][CH:17]=3)[N:3]=2)[CH:28]=[CH:29][CH:30]=[CH:31][CH:32]=1. The catalyst class is: 264. (5) Reactant: Cl.[Cl:2][C:3]1[CH:8]=[C:7]([Cl:9])[CH:6]=[CH:5][C:4]=1[C:10]1[CH:11]=[C:12]([CH:17]=[CH:18][N:19]=1)[C:13]([O:15][CH3:16])=[O:14]. Product: [ClH:2].[Cl:2][C:3]1[CH:8]=[C:7]([Cl:9])[CH:6]=[CH:5][C:4]=1[CH:10]1[CH2:11][CH:12]([C:13]([O:15][CH3:16])=[O:14])[CH2:17][CH2:18][NH:19]1. The catalyst class is: 603. (6) Reactant: [NH2:1][C:2]1[N:7]=[C:6]([NH2:8])[C:5]([C:9]2[CH:14]=[CH:13][C:12]([NH2:15])=[CH:11][CH:10]=2)=[C:4]([CH2:16][O:17][CH2:18][CH:19]2[CH2:22][CH2:21][CH2:20]2)[N:3]=1.C([O-])(=O)C.[Na+].[C:28]([C:30]1[CH:37]=[CH:36][C:33]([CH:34]=O)=[CH:32][CH:31]=1)#[N:29].[BH3-]C#N.[Na+]. Product: [NH2:1][C:2]1[N:7]=[C:6]([NH2:8])[C:5]([C:9]2[CH:10]=[CH:11][C:12]([NH:15][CH2:34][C:33]3[CH:36]=[CH:37][C:30]([C:28]#[N:29])=[CH:31][CH:32]=3)=[CH:13][CH:14]=2)=[C:4]([CH2:16][O:17][CH2:18][CH:19]2[CH2:22][CH2:21][CH2:20]2)[N:3]=1. The catalyst class is: 130. (7) Reactant: [Cl:1][C:2]1[CH:28]=[CH:27][C:5]([O:6][CH2:7][C:8]2[N:12]=[C:11]([C@H:13]([CH2:18][CH2:19][CH2:20][CH:21]3[CH2:26][CH2:25][CH2:24][CH2:23][CH2:22]3)[CH2:14][C:15](O)=[O:16])[O:10][N:9]=2)=[CH:4][CH:3]=1.C(N1C=CN=C1)(N1C=CN=C1)=O.Cl.[NH2:42][OH:43]. Product: [NH3:9].[Cl:1][C:2]1[CH:28]=[CH:27][C:5]([O:6][CH2:7][C:8]2[N:12]=[C:11]([C@H:13]([CH2:18][CH2:19][CH2:20][CH:21]3[CH2:26][CH2:25][CH2:24][CH2:23][CH2:22]3)[CH2:14][C:15]([NH:42][OH:43])=[O:16])[O:10][N:9]=2)=[CH:4][CH:3]=1. The catalyst class is: 7.